This data is from CYP1A2 inhibition data for predicting drug metabolism from PubChem BioAssay. The task is: Regression/Classification. Given a drug SMILES string, predict its absorption, distribution, metabolism, or excretion properties. Task type varies by dataset: regression for continuous measurements (e.g., permeability, clearance, half-life) or binary classification for categorical outcomes (e.g., BBB penetration, CYP inhibition). Dataset: cyp1a2_veith. (1) The compound is C=CCn1c(C)c(C(C)=O)c(N2CCN(c3ccccc3)CC2)nc1=S. The result is 0 (non-inhibitor). (2) The drug is CCOC(=O)c1oc2ccccc2c1NC(=O)c1ccc(S(=O)(=O)N(C)C)cc1. The result is 1 (inhibitor). (3) The drug is c1cc(CSc2ncnc3nc[nH]c23)ccn1. The result is 1 (inhibitor). (4) The molecule is Cn1c(=O)c2c(ncn2C[C@@H](O)CO)n(C)c1=O. The result is 0 (non-inhibitor).